From a dataset of Catalyst prediction with 721,799 reactions and 888 catalyst types from USPTO. Predict which catalyst facilitates the given reaction. Reactant: [I:1][C:2]1[C:10]2[C:5](=[N:6][CH:7]=[N:8][CH:9]=2)[NH:4][N:3]=1.C(=O)([O-])[O-].[Cs+].[Cs+].[F:17][C:18]1[CH:25]=[CH:24][CH:23]=[CH:22][C:19]=1[CH2:20]Br. Product: [F:17][C:18]1[CH:25]=[CH:24][CH:23]=[CH:22][C:19]=1[CH2:20][N:4]1[C:5]2=[N:6][CH:7]=[N:8][CH:9]=[C:10]2[C:2]([I:1])=[N:3]1. The catalyst class is: 18.